Dataset: Reaction yield outcomes from USPTO patents with 853,638 reactions. Task: Predict the reaction yield, written as a fraction of the theoretical maximum amount of product (1.0 means a 100% yield; for example, 0.34 means a 34% yield). (1) The catalyst is [Pd].C(O)C. The reactants are C(OC[N:10]1[C:14]2[CH:15]=[C:16]([C:29]([NH:31][CH3:32])=[O:30])[CH:17]=[C:18]([NH:19][CH2:20][C:21]3[C:26]([CH3:27])=[CH:25][CH:24]=[CH:23][C:22]=3[CH3:28])[C:13]=2[N:12]=[C:11]1[CH3:33])C1C=CC=CC=1.C([O-])=O.[NH4+]. The yield is 0.760. The product is [CH3:27][C:26]1[CH:25]=[CH:24][CH:23]=[C:22]([CH3:28])[C:21]=1[CH2:20][NH:19][C:18]1[C:13]2[N:12]=[C:11]([CH3:33])[NH:10][C:14]=2[CH:15]=[C:16]([C:29]([NH:31][CH3:32])=[O:30])[CH:17]=1. (2) The reactants are O[CH2:2][CH2:3][CH2:4][NH:5][C:6](=[O:12])[O:7][C:8]([CH3:11])([CH3:10])[CH3:9].C(N(CC)CC)C.CS(Cl)(=O)=O.[N-:25]=[N+:26]=[N-:27].[Na+]. The catalyst is C1(C)C=CC=CC=1.[Br-].C([N+](CCCC)(CCCC)CCCC)CCC.O.CCOCC. The product is [N:25]([CH2:2][CH2:3][CH2:4][NH:5][C:6](=[O:12])[O:7][C:8]([CH3:11])([CH3:10])[CH3:9])=[N+:26]=[N-:27]. The yield is 0.689. (3) The reactants are [H-].[Na+].[N:3]1[CH:8]=[CH:7][CH:6]=[C:5]([CH2:9][OH:10])[CH:4]=1.Br[CH2:12][C:13]([O:15][C:16]([CH3:19])([CH3:18])[CH3:17])=[O:14].C(=O)(O)[O-].[Na+]. The catalyst is C1COCC1.O. The product is [C:16]([O:15][C:13](=[O:14])[CH2:12][O:10][CH2:9][C:5]1[CH:4]=[N:3][CH:8]=[CH:7][CH:6]=1)([CH3:19])([CH3:18])[CH3:17]. The yield is 0.338. (4) The reactants are [CH3:1][N:2]([CH3:41])[C:3]1[CH:40]=[CH:39][C:6]([C:7]([NH:9][C:10]2[C:11]([F:38])=[C:12]([C:16]3[C:28]4[C:27]5[C:22](=[CH:23][C:24]([N:29]6[CH2:34][CH2:33][O:32][CH2:31][CH2:30]6)=[CH:25][CH:26]=5)[NH:21][C:20]=4[C:19]([C:35]([OH:37])=O)=[N:18][CH:17]=3)[CH:13]=[CH:14][CH:15]=2)=[O:8])=[CH:5][CH:4]=1.[Cl-].[NH4+].C([N:47](CC)C(C)C)(C)C.F[P-](F)(F)(F)(F)F.N1(O[P+](N(C)C)(N(C)C)N(C)C)C2C=CC=CC=2N=N1.CN1CCOCC1. The catalyst is CN(C=O)C.CO. The product is [CH3:41][N:2]([CH3:1])[C:3]1[CH:4]=[CH:5][C:6]([C:7]([NH:9][C:10]2[C:11]([F:38])=[C:12]([C:16]3[C:28]4[C:27]5[C:22](=[CH:23][C:24]([N:29]6[CH2:34][CH2:33][O:32][CH2:31][CH2:30]6)=[CH:25][CH:26]=5)[NH:21][C:20]=4[C:19]([C:35]([NH2:47])=[O:37])=[N:18][CH:17]=3)[CH:13]=[CH:14][CH:15]=2)=[O:8])=[CH:39][CH:40]=1. The yield is 0.231. (5) The reactants are [Cl:1][C:2]1[N:10](CC=C)[C:9]2[C:8](=[O:14])[N:7]([CH3:15])[C:6](=[O:16])[NH:5][C:4]=2[N:3]=1.C(=O)([O-])[O-].[Cs+].[Cs+].Br[CH2:24][CH2:25][CH2:26][C:27]([F:30])([F:29])[F:28].N1CCOCC1.Cl. The catalyst is C1COCC1.C1C=CC([P]([Pd]([P](C2C=CC=CC=2)(C2C=CC=CC=2)C2C=CC=CC=2)([P](C2C=CC=CC=2)(C2C=CC=CC=2)C2C=CC=CC=2)[P](C2C=CC=CC=2)(C2C=CC=CC=2)C2C=CC=CC=2)(C2C=CC=CC=2)C2C=CC=CC=2)=CC=1. The product is [Cl:1][C:2]1[NH:10][C:9]2[C:8](=[O:14])[N:7]([CH3:15])[C:6](=[O:16])[N:5]([CH2:24][CH2:25][CH2:26][C:27]([F:30])([F:29])[F:28])[C:4]=2[N:3]=1. The yield is 0.100.